Dataset: Forward reaction prediction with 1.9M reactions from USPTO patents (1976-2016). Task: Predict the product of the given reaction. (1) Given the reactants Cl.C([O:4][P:5]([C:10]([C:13]1[CH:18]=[CH:17][C:16]([CH2:19][NH:20][CH2:21][C:22]2[CH:27]=[CH:26][C:25]([C:28]([P:31]([O:36]CC)([O:33]CC)=[O:32])([F:30])[F:29])=[CH:24][CH:23]=2)=[CH:15][CH:14]=1)([F:12])[F:11])(=[O:9])[O:6]CC)C.I[Si](C)(C)C, predict the reaction product. The product is: [F:12][C:10]([F:11])([P:5]([OH:6])([OH:9])=[O:4])[C:13]1[CH:18]=[CH:17][C:16]([CH2:19][NH:20][CH2:21][C:22]2[CH:27]=[CH:26][C:25]([C:28]([P:31](=[O:32])([OH:33])[OH:36])([F:30])[F:29])=[CH:24][CH:23]=2)=[CH:15][CH:14]=1. (2) Given the reactants [N:1]1([CH2:7][CH2:8][O:9][C:10]2[CH:11]=[C:12]([NH2:16])[CH:13]=[CH:14][CH:15]=2)[CH2:6][CH2:5][O:4][CH2:3][CH2:2]1.CS([C:20]1[N:25]=[CH:24][C:23]2=[CH:26][CH:27]=[C:28]([C:29]3[CH:30]=[N:31][N:32]([CH3:34])[CH:33]=3)[N:22]2[N:21]=1)=O, predict the reaction product. The product is: [CH3:34][N:32]1[CH:33]=[C:29]([C:28]2[N:22]3[C:23]([CH:24]=[N:25][C:20]([NH:16][C:12]4[CH:13]=[CH:14][CH:15]=[C:10]([O:9][CH2:8][CH2:7][N:1]5[CH2:6][CH2:5][O:4][CH2:3][CH2:2]5)[CH:11]=4)=[N:21]3)=[CH:26][CH:27]=2)[CH:30]=[N:31]1. (3) Given the reactants [C:1](O)([C:3]([F:6])([F:5])[F:4])=[O:2].[OH:8][C:9]1[C:19]2[CH2:18][CH2:17][N:16](C(OC(C)(C)C)=O)[CH2:15][CH:14]([CH3:27])[C:13]=2[NH:12][C:11](=[O:28])[CH:10]=1.CCN(CC)CC.C(OC(C(F)(F)F)=O)(C(F)(F)F)=O.C([O-])(O)=O.[Na+], predict the reaction product. The product is: [OH:8][C:9]1[C:19]2[CH2:18][CH2:17][N:16]([C:1](=[O:2])[C:3]([F:6])([F:5])[F:4])[CH2:15][CH:14]([CH3:27])[C:13]=2[NH:12][C:11](=[O:28])[CH:10]=1. (4) Given the reactants C(N(CC)CC)C.CS(Cl)(=O)=O.O[CH2:14][C:15]1[CH:20]=[C:19]([C:21]([F:24])([F:23])[F:22])[N:18]=[C:17]([O:25][CH:26]2[CH2:31][CH2:30][N:29]([C:32]([O:34][C:35]([CH3:38])([CH3:37])[CH3:36])=[O:33])[CH2:28][CH2:27]2)[CH:16]=1.[O:39]1[CH2:43][CH2:42][NH:41][C:40]1=[O:44].[H-].[Na+], predict the reaction product. The product is: [O:44]=[C:40]1[N:41]([CH2:14][C:15]2[CH:20]=[C:19]([C:21]([F:24])([F:22])[F:23])[N:18]=[C:17]([O:25][CH:26]3[CH2:27][CH2:28][N:29]([C:32]([O:34][C:35]([CH3:37])([CH3:36])[CH3:38])=[O:33])[CH2:30][CH2:31]3)[CH:16]=2)[CH2:42][CH2:43][O:39]1. (5) Given the reactants [CH3:1][O-:2].[Na+].[Na].Cl[C:6]1[CH:11]=[C:10]([O:12][CH3:13])[CH:9]=[C:8](C)[C:7]=1[N+:15]([O-:17])=[O:16].[CH3:18]O, predict the reaction product. The product is: [CH3:13][O:12][C:10]1[CH:11]=[C:6]([O:2][CH3:1])[C:7]([N+:15]([O-:17])=[O:16])=[CH:8][C:9]=1[CH3:18]. (6) The product is: [O:2]=[C:3]1[CH:8]=[CH:7][C:6]([C:9]([C:11]2[S:15][C:14]([NH2:16])=[N:13][C:12]=2[C:17]2[O:18][CH:19]=[CH:20][CH:21]=2)=[O:10])=[CH:5][NH:4]1. Given the reactants C[O:2][C:3]1[CH:8]=[CH:7][C:6]([C:9]([C:11]2[S:15][C:14]([NH2:16])=[N:13][C:12]=2[C:17]2[O:18][CH:19]=[CH:20][CH:21]=2)=[O:10])=[CH:5][N:4]=1.Br.C(=O)([O-])[O-].[Na+].[Na+], predict the reaction product. (7) Given the reactants [O:1]1[C:10]2[C:5](=[CH:6][CH:7]=[CH:8][CH:9]=2)[CH:4]([NH:11][C:12]2[O:13][CH2:14][C:15]3[CH:21]=[C:20]([NH2:22])[CH:19]=[CH:18][C:16]=3[N:17]=2)[CH2:3][CH2:2]1.[CH:23]1([C:26](Cl)=[O:27])[CH2:25][CH2:24]1, predict the reaction product. The product is: [O:1]1[C:10]2[C:5](=[CH:6][CH:7]=[CH:8][CH:9]=2)[CH:4]([NH:11][C:12]2[O:13][CH2:14][C:15]3[CH:21]=[C:20]([NH:22][C:26]([CH:23]4[CH2:25][CH2:24]4)=[O:27])[CH:19]=[CH:18][C:16]=3[N:17]=2)[CH2:3][CH2:2]1. (8) Given the reactants [OH:1][C@@H:2]1[C@@H:7]([CH2:8][NH:9]CC2C=CC=CC=2)[CH2:6][CH2:5][N:4]([C:17]([O:19][C:20]([CH3:23])([CH3:22])[CH3:21])=[O:18])[CH2:3]1.[H][H], predict the reaction product. The product is: [NH2:9][CH2:8][C@H:7]1[CH2:6][CH2:5][N:4]([C:17]([O:19][C:20]([CH3:22])([CH3:21])[CH3:23])=[O:18])[CH2:3][C@@H:2]1[OH:1]. (9) The product is: [CH3:33][O:34][CH2:35][C:36]([NH:1][C@H:2]1[CH2:7][CH2:6][C@H:5]([NH:8][C:9]([C:11]2[C:15]3[N:16]=[CH:17][N:18]=[C:19]([C:20]4[CH:25]=[CH:24][C:23]([O:26][CH3:27])=[CH:22][C:21]=4[O:28][CH2:29][CH2:30][O:31][CH3:32])[C:14]=3[NH:13][CH:12]=2)=[O:10])[CH2:4][CH2:3]1)=[O:37]. Given the reactants [NH2:1][C@H:2]1[CH2:7][CH2:6][C@H:5]([NH:8][C:9]([C:11]2[C:15]3[N:16]=[CH:17][N:18]=[C:19]([C:20]4[CH:25]=[CH:24][C:23]([O:26][CH3:27])=[CH:22][C:21]=4[O:28][CH2:29][CH2:30][O:31][CH3:32])[C:14]=3[NH:13][CH:12]=2)=[O:10])[CH2:4][CH2:3]1.[CH3:33][O:34][CH2:35][C:36](Cl)=[O:37], predict the reaction product. (10) Given the reactants [CH3:1][O:2][C:3]1[CH:4]=[C:5]2[C:10](=[CH:11][CH:12]=1)[CH:9]=[C:8]([CH:13]=O)[CH:7]=[CH:6]2.[C:15]12([NH2:25])[CH2:24][CH:19]3[CH2:20][CH:21]([CH2:23][CH:17]([CH2:18]3)[CH2:16]1)[CH2:22]2, predict the reaction product. The product is: [C:15]12([NH:25][CH2:13][C:8]3[CH:7]=[CH:6][C:5]4[C:10](=[CH:11][CH:12]=[C:3]([O:2][CH3:1])[CH:4]=4)[CH:9]=3)[CH2:22][CH:21]3[CH2:20][CH:19]([CH2:18][CH:17]([CH2:23]3)[CH2:16]1)[CH2:24]2.